Task: Regression. Given a peptide amino acid sequence and an MHC pseudo amino acid sequence, predict their binding affinity value. This is MHC class II binding data.. Dataset: Peptide-MHC class II binding affinity with 134,281 pairs from IEDB (1) The peptide sequence is EKKYFAALQFEPLAA. The MHC is HLA-DQA10401-DQB10402 with pseudo-sequence HLA-DQA10401-DQB10402. The binding affinity (normalized) is 0.531. (2) The peptide sequence is CDGERPTLAFLQDVM. The MHC is HLA-DQA10301-DQB10301 with pseudo-sequence HLA-DQA10301-DQB10301. The binding affinity (normalized) is 0.